Dataset: Forward reaction prediction with 1.9M reactions from USPTO patents (1976-2016). Task: Predict the product of the given reaction. (1) Given the reactants [F:1][C:2]1[CH:3]=[CH:4][CH:5]=[C:6]2[C:10]=1[NH:9][C:8](=[O:11])[C:7]2([CH3:13])[CH3:12].[H-].[Na+].[F:16][C:17]1[CH:18]=[C:19]([C@H:24]2[O:26][C@@H:25]2[CH2:27][OH:28])[CH:20]=[C:21]([Cl:23])[CH:22]=1.[Na].N1C2C(=CC=CC=2)CC1=O, predict the reaction product. The product is: [Cl:23][C:21]1[CH:20]=[C:19]([C@H:24]([N:9]2[C:10]3[C:6](=[CH:5][CH:4]=[CH:3][C:2]=3[F:1])[C:7]([CH3:13])([CH3:12])[C:8]2=[O:11])[C@H:25]([OH:26])[CH2:27][OH:28])[CH:18]=[C:17]([F:16])[CH:22]=1. (2) Given the reactants Cl[C:2]1[N:7]=[C:6]([CH3:8])[C:5]([CH:9]([CH2:14][CH2:15][CH3:16])[C:10]([O:12][CH3:13])=[O:11])=[C:4]([C:17]2[CH:22]=[CH:21][C:20]([CH3:23])=[CH:19][CH:18]=2)[N:3]=1.[CH3:24][C:25]1[CH:26]=[CH:27][C:28]([S:31]([NH2:34])(=[O:33])=[O:32])=[CH:29][CH:30]=1.CC1(C)C2C(=C(P(C3C=CC=CC=3)C3C=CC=CC=3)C=CC=2)OC2C(P(C3C=CC=CC=3)C3C=CC=CC=3)=CC=CC1=2, predict the reaction product. The product is: [CH3:8][C:6]1[C:5]([CH:9]([CH2:14][CH2:15][CH3:16])[C:10]([O:12][CH3:13])=[O:11])=[C:4]([C:17]2[CH:22]=[CH:21][C:20]([CH3:23])=[CH:19][CH:18]=2)[N:3]=[C:2]([NH:34][S:31]([C:28]2[CH:29]=[CH:30][C:25]([CH3:24])=[CH:26][CH:27]=2)(=[O:32])=[O:33])[N:7]=1. (3) Given the reactants [F:1][C:2]([F:7])([F:6])[C:3]([OH:5])=[O:4].FC(F)(F)C(O)=O.[CH3:15][N:16]1[CH2:21][CH2:20][CH:19]([O:22][C:23]2[CH:28]=[CH:27][C:26]([C:29]3[C:37]4[C:32](=[CH:33][CH:34]=[C:35]([NH2:38])[CH:36]=4)[NH:31][N:30]=3)=[CH:25][CH:24]=2)[CH2:18][CH2:17]1.[Cl:39][C:40]1[CH:45]=[CH:44][CH:43]=[C:42]([Cl:46])[C:41]=1[N:47]=[C:48]=[O:49].CCN(C(C)C)C(C)C, predict the reaction product. The product is: [Cl:39][C:40]1[CH:45]=[CH:44][CH:43]=[C:42]([Cl:46])[C:41]=1[NH:47][C:48]([NH:38][C:35]1[CH:36]=[C:37]2[C:32](=[CH:33][CH:34]=1)[NH:31][N:30]=[C:29]2[C:26]1[CH:27]=[CH:28][C:23]([O:22][CH:19]2[CH2:18][CH2:17][N:16]([CH3:15])[CH2:21][CH2:20]2)=[CH:24][CH:25]=1)=[O:49].[C:3]([OH:5])([C:2]([F:7])([F:6])[F:1])=[O:4]. (4) Given the reactants [CH2:1]([O:4][CH2:5][CH2:6][C:7]1[CH:21]=[CH:20][C:10]([O:11][CH2:12][CH:13]([OH:19])[CH2:14][NH:15][CH:16]([CH3:18])[CH3:17])=[CH:9][CH:8]=1)[CH:2]=[CH2:3].[CH2:22]([Zn]CC)C.ICI.[Cl-].[NH4+], predict the reaction product. The product is: [CH3:18][CH:16]([NH:15][CH2:14][CH:13]([OH:19])[CH2:12][O:11][C:10]1[CH:20]=[CH:21][C:7]([CH2:6][CH2:5][O:4][CH2:1][CH:2]2[CH2:22][CH2:3]2)=[CH:8][CH:9]=1)[CH3:17]. (5) Given the reactants [CH3:1][O:2][C:3](=[O:8])[CH:4]=[CH:5][CH:6]=[CH2:7].[CH3:9][C:10]1[CH:19]=[C:18]([CH2:20][O:21][C:22]2[CH:30]=[CH:29][C:25]([CH:26]=[N:27][OH:28])=[CH:24][CH:23]=2)[C:17]2[C:12](=[CH:13][CH:14]=[CH:15][CH:16]=2)[N:11]=1, predict the reaction product. The product is: [CH3:1][O:2][C:3](=[O:8])[CH:4]=[CH:5][CH:6]1[O:28][N:27]=[C:26]([C:25]2[CH:24]=[CH:23][C:22]([O:21][CH2:20][C:18]3[C:17]4[C:12](=[CH:13][CH:14]=[CH:15][CH:16]=4)[N:11]=[C:10]([CH3:9])[CH:19]=3)=[CH:30][CH:29]=2)[CH2:7]1.